This data is from Catalyst prediction with 721,799 reactions and 888 catalyst types from USPTO. The task is: Predict which catalyst facilitates the given reaction. (1) Reactant: [C:1]([C:5]1[CH:9]=[C:8]([NH:10][C:11](=[O:42])[NH:12][C:13]2[C:22]3[C:17](=[CH:18][CH:19]=[CH:20][CH:21]=3)[C:16]([O:23][C:24]3[CH:29]=[CH:28][N:27]=[C:26]([NH:30][C:31](=[O:41])[CH2:32][NH:33]C(=O)OC(C)(C)C)[CH:25]=3)=[CH:15][CH:14]=2)[N:7]([C:43]2[CH:48]=[CH:47][C:46]([CH3:49])=[CH:45][CH:44]=2)[N:6]=1)([CH3:4])([CH3:3])[CH3:2].C(O)(C(F)(F)F)=O. Product: [NH2:33][CH2:32][C:31]([NH:30][C:26]1[CH:25]=[C:24]([O:23][C:16]2[C:17]3[C:22](=[CH:21][CH:20]=[CH:19][CH:18]=3)[C:13]([NH:12][C:11]([NH:10][C:8]3[N:7]([C:43]4[CH:48]=[CH:47][C:46]([CH3:49])=[CH:45][CH:44]=4)[N:6]=[C:5]([C:1]([CH3:4])([CH3:3])[CH3:2])[CH:9]=3)=[O:42])=[CH:14][CH:15]=2)[CH:29]=[CH:28][N:27]=1)=[O:41]. The catalyst class is: 2. (2) Reactant: [NH2:1][C:2]1[CH:3]=[C:4]([CH:20]=[CH:21][C:22]=1[CH2:23][O:24][CH2:25][CH2:26][CH2:27][O:28][CH3:29])[C:5]([NH:7][C:8]1[CH:13]=[CH:12][C:11]([C:14]2[CH:19]=[CH:18][CH:17]=[CH:16][CH:15]=2)=[CH:10][CH:9]=1)=[O:6].[Cl:30][CH2:31][C:32](Cl)=[O:33]. Product: [C:11]1([C:14]2[CH:19]=[CH:18][CH:17]=[CH:16][CH:15]=2)[CH:10]=[CH:9][C:8]([NH:7][C:5](=[O:6])[C:4]2[CH:20]=[CH:21][C:22]([CH2:23][O:24][CH2:25][CH2:26][CH2:27][O:28][CH3:29])=[C:2]([NH:1][C:32](=[O:33])[CH2:31][Cl:30])[CH:3]=2)=[CH:13][CH:12]=1. The catalyst class is: 11. (3) Reactant: [NH2:1][C:2]1[CH:10]=[CH:9][C:5]([C:6]([OH:8])=O)=[C:4]([F:11])[C:3]=1[F:12].[Cl:13][C:14]1[CH:20]=[CH:19][C:17]([NH2:18])=[C:16]([N:21]2[CH2:26][CH2:25][N:24]([CH2:27][CH2:28][C:29]([F:32])([F:31])[F:30])[CH2:23][CH2:22]2)[CH:15]=1.CN(C(ON1N=NC2C=CC=NC1=2)=[N+](C)C)C.F[P-](F)(F)(F)(F)F. Product: [NH2:1][C:2]1[CH:10]=[CH:9][C:5]([C:6]([NH:18][C:17]2[CH:19]=[CH:20][C:14]([Cl:13])=[CH:15][C:16]=2[N:21]2[CH2:26][CH2:25][N:24]([CH2:27][CH2:28][C:29]([F:32])([F:31])[F:30])[CH2:23][CH2:22]2)=[O:8])=[C:4]([F:11])[C:3]=1[F:12]. The catalyst class is: 3. (4) Product: [C:14]1([NH:20][C:21]([N:4]2[CH2:5][CH2:6][N:1]([C:7]([O:9][C:10]([CH3:13])([CH3:12])[CH3:11])=[O:8])[CH2:2][CH2:3]2)=[O:22])[CH:19]=[CH:18][CH:17]=[CH:16][CH:15]=1. Reactant: [N:1]1([C:7]([O:9][C:10]([CH3:13])([CH3:12])[CH3:11])=[O:8])[CH2:6][CH2:5][NH:4][CH2:3][CH2:2]1.[C:14]1([N:20]=[C:21]=[O:22])[CH:19]=[CH:18][CH:17]=[CH:16][CH:15]=1. The catalyst class is: 1. (5) Reactant: Cl.C(O[C:5]([C:7]1[CH:8]=[C:9]2[C:13](=[CH:14][CH:15]=1)[NH:12][N:11]=[C:10]2[C:16]1[CH:21]=[CH:20][C:19]([F:22])=[CH:18][CH:17]=1)=[NH:6])C.C[O-].[Na+].[NH2:26][NH:27][C:28](=O)[CH2:29][N:30]([CH2:33][CH3:34])[CH2:31][CH3:32]. Product: [CH2:31]([N:30]([CH2:33][CH3:34])[CH2:29][C:28]1[NH:27][N:26]=[C:5]([C:7]2[CH:8]=[C:9]3[C:13](=[CH:14][CH:15]=2)[NH:12][N:11]=[C:10]3[C:16]2[CH:21]=[CH:20][C:19]([F:22])=[CH:18][CH:17]=2)[N:6]=1)[CH3:32]. The catalyst class is: 357.